This data is from Catalyst prediction with 721,799 reactions and 888 catalyst types from USPTO. The task is: Predict which catalyst facilitates the given reaction. Reactant: [C:1]([C:5]1[CH:40]=[CH:39][C:8]([CH2:9][O:10][C:11]2[CH:16]=[CH:15][CH:14]=[CH:13][C:12]=2/[CH:17]=[CH:18]/[CH:19]([CH2:29][CH2:30][C:31]2[CH:36]=[CH:35][C:34]([C:37]#[N:38])=[CH:33][CH:32]=2)[CH2:20][CH2:21][CH2:22][CH2:23][C:24]([O:26]CC)=[O:25])=[CH:7][CH:6]=1)([CH3:4])([CH3:3])[CH3:2].[OH-].[Li+]. Product: [C:1]([C:5]1[CH:40]=[CH:39][C:8]([CH2:9][O:10][C:11]2[CH:16]=[CH:15][CH:14]=[CH:13][C:12]=2/[CH:17]=[CH:18]/[CH:19]([CH2:29][CH2:30][C:31]2[CH:36]=[CH:35][C:34]([C:37]#[N:38])=[CH:33][CH:32]=2)[CH2:20][CH2:21][CH2:22][CH2:23][C:24]([OH:26])=[O:25])=[CH:7][CH:6]=1)([CH3:4])([CH3:2])[CH3:3]. The catalyst class is: 20.